From a dataset of Reaction yield outcomes from USPTO patents with 853,638 reactions. Predict the reaction yield, written as a fraction of the theoretical maximum amount of product (1.0 means a 100% yield; for example, 0.34 means a 34% yield). (1) The reactants are [Br:1][C:2]1[CH:7]=[CH:6][C:5]([N+:8]([O-:10])=[O:9])=[CH:4][C:3]=1[O:11]C.[Cl-].[Al+3].[Cl-].[Cl-].Cl. The catalyst is C(Cl)Cl. The product is [Br:1][C:2]1[CH:7]=[CH:6][C:5]([N+:8]([O-:10])=[O:9])=[CH:4][C:3]=1[OH:11]. The yield is 0.780. (2) The reactants are [H-].[Na+].[Br:3][C:4]1[CH:9]=[CH:8][C:7]([NH:10][C:11](=[O:14])[CH2:12][OH:13])=[CH:6][C:5]=1[CH3:15].Br[CH2:17]Br. The catalyst is CN(C=O)C. The product is [Br:3][C:4]1[CH:9]=[CH:8][C:7]([N:10]2[C:11](=[O:14])[CH2:12][O:13][CH2:17]2)=[CH:6][C:5]=1[CH3:15]. The yield is 0.210. (3) The reactants are [CH3:1][O:2][C:3]1[CH:11]=[CH:10][C:6]([C:7](Cl)=[O:8])=[CH:5][CH:4]=1.[NH2:12][C:13]1[N:17](C(OC(C)(C)C)=O)[N:16]=[C:15]([O:25][CH2:26][C:27]2[CH:32]=[C:31]([O:33][CH3:34])[CH:30]=[C:29]([O:35][CH3:36])[CH:28]=2)[CH:14]=1. The catalyst is C1COCC1. The product is [CH3:34][O:33][C:31]1[CH:32]=[C:27]([CH2:26][O:25][C:15]2[CH:14]=[C:13]([NH:12][C:7](=[O:8])[C:6]3[CH:10]=[CH:11][C:3]([O:2][CH3:1])=[CH:4][CH:5]=3)[NH:17][N:16]=2)[CH:28]=[C:29]([O:35][CH3:36])[CH:30]=1. The yield is 0.200. (4) The reactants are CC1C(C)=CC(C)=CC=1O.[Br:11][C:12]1[C:17]([CH3:18])=[CH:16][C:15]([OH:19])=[C:14]([CH3:20])[C:13]=1[CH3:21].Br[CH2:23][C:24]([C:26]1[CH:31]=[CH:30][C:29]([CH:32]([CH3:34])[CH3:33])=[CH:28][CH:27]=1)=[O:25]. The catalyst is C(OCC)(=O)C.CCCCCC. The product is [Br:11][C:12]1[C:17]([CH3:18])=[CH:16][C:15]([O:19][CH2:23][C:24]([C:26]2[CH:31]=[CH:30][C:29]([CH:32]([CH3:34])[CH3:33])=[CH:28][CH:27]=2)=[O:25])=[C:14]([CH3:20])[C:13]=1[CH3:21]. The yield is 0.510. (5) The reactants are [CH3:1][O:2][C:3](=[O:11])[C:4]1[CH:9]=[CH:8][C:7]([NH2:10])=[CH:6][CH:5]=1.[CH2:12]([C:14]1[CH:21]=[CH:20][CH:19]=[CH:18][C:15]=1[CH:16]=O)[CH3:13].[CH2:22]=[C:23]([CH3:25])[CH3:24].FC(F)(F)S([O-])(=O)=O.[Yb+3].FC(F)(F)S([O-])(=O)=O.FC(F)(F)S([O-])(=O)=O. The catalyst is C(#N)C.C(OCC)(=O)C. The product is [CH3:1][O:2][C:3]([C:4]1[CH:5]=[C:6]2[C:7](=[CH:8][CH:9]=1)[NH:10][CH:16]([C:15]1[CH:18]=[CH:19][CH:20]=[CH:21][C:14]=1[CH2:12][CH3:13])[CH2:22][C:23]2([CH3:25])[CH3:24])=[O:11]. The yield is 0.490.